From a dataset of Reaction yield outcomes from USPTO patents with 853,638 reactions. Predict the reaction yield, written as a fraction of the theoretical maximum amount of product (1.0 means a 100% yield; for example, 0.34 means a 34% yield). (1) The product is [CH3:11][O:10][C:8]([C:6]1[S:7][C:3]([C:2]([OH:20])=[O:1])=[CH:4][C:5]=1[C:12]1[CH:17]=[CH:16][CH:15]=[CH:14][CH:13]=1)=[O:9]. The catalyst is CC(C)=O. The yield is 0.910. The reactants are [OH:1][CH2:2][C:3]1[S:7][C:6]([C:8]([O:10][CH3:11])=[O:9])=[C:5]([C:12]2[CH:17]=[CH:16][CH:15]=[CH:14][CH:13]=2)[CH:4]=1.CC(C)=[O:20].OS(O)(=O)=O.O=[Cr](=O)=O. (2) The reactants are C(C[CH2:5][CH2:6][CH2:7][CH2:8][CH2:9][CH2:10][C:11]1[CH2:13][CH:12]=1)(O)=O.[CH2:14](N(CC)CC)C.[CH3:21][O:22][C:23](Cl)=[O:24]. The catalyst is CCOCC. The product is [CH2:21]([O:22][C:23](=[O:24])[CH2:5][CH2:6][CH2:7][CH2:8][CH2:9][CH2:10][C:11]1[CH2:13][CH:12]=1)[CH3:14]. The yield is 0.750. (3) The reactants are [C:1]([O:5][C:6]([N:8]([CH2:19][C:20]1[CH:25]=[CH:24][CH:23]=[CH:22][CH:21]=1)[C@H:9]([CH2:17][OH:18])[CH2:10][C:11]1[CH:16]=[CH:15][CH:14]=[CH:13][CH:12]=1)=[O:7])([CH3:4])([CH3:3])[CH3:2].CC1(C)N([O])C(C)(C)CCC1.[Br-].[Na+].C(=O)(O)[O-].[Na+]. The catalyst is C1(C)C=CC=CC=1.O.C(OCC)(=O)C. The product is [C:1]([O:5][C:6]([N:8]([CH2:19][C:20]1[CH:21]=[CH:22][CH:23]=[CH:24][CH:25]=1)[C@H:9]([CH:17]=[O:18])[CH2:10][C:11]1[CH:12]=[CH:13][CH:14]=[CH:15][CH:16]=1)=[O:7])([CH3:4])([CH3:2])[CH3:3]. The yield is 1.00. (4) The reactants are [F:1][C:2]1[CH:9]=[C:8]([F:10])[C:7]([C:11]2[CH:12]=[N:13][CH:14]=[N:15][CH:16]=2)=[CH:6][C:3]=1[CH:4]=O.[NH2:17][C:18]([NH2:20])=[S:19].[CH3:21][C:22]1[C:26]([CH:27]=[CH2:28])=[C:25]([CH3:29])[O:24][N:23]=1.Cl[Si](C)(C)C. The catalyst is CN(C=O)C.CCOC(C)=O. The product is [F:1][C:2]1[CH:9]=[C:8]([F:10])[C:7]([C:11]2[CH:12]=[N:13][CH:14]=[N:15][CH:16]=2)=[CH:6][C:3]=1[CH:4]1[CH2:28][CH:27]([C:26]2[C:22]([CH3:21])=[N:23][O:24][C:25]=2[CH3:29])[S:19][C:18]([NH2:20])=[N:17]1. The yield is 0.0308. (5) The reactants are [Cl:1][C:2]1[CH:27]=[CH:26][CH:25]=[CH:24][C:3]=1[C:4]([NH:6][C:7](=[O:23])[NH:8][C:9]1[S:10][C:11]2[CH:17]=[C:16]([S:18]([CH:21]=[CH2:22])(=[O:20])=[O:19])[CH:15]=[CH:14][C:12]=2[N:13]=1)=[O:5].[CH3:28][NH:29][CH3:30]. The catalyst is C1COCC1. The product is [Cl:1][C:2]1[CH:27]=[CH:26][CH:25]=[CH:24][C:3]=1[C:4]([NH:6][C:7](=[O:23])[NH:8][C:9]1[S:10][C:11]2[CH:17]=[C:16]([S:18]([CH2:21][CH2:22][N:29]([CH3:30])[CH3:28])(=[O:20])=[O:19])[CH:15]=[CH:14][C:12]=2[N:13]=1)=[O:5]. The yield is 0.720. (6) The reactants are [C:1]1([C:7]2[O:16][C:10]3[N:11]=[CH:12][N:13]=[C:14]([NH2:15])[C:9]=3[CH:8]=2)[CH:6]=[CH:5][CH:4]=[CH:3][CH:2]=1.[Br:17]N1C(=O)CCC1=O. The catalyst is C(Cl)(Cl)(Cl)Cl. The product is [Br:17][C:8]1[C:9]2[C:14]([NH2:15])=[N:13][CH:12]=[N:11][C:10]=2[O:16][C:7]=1[C:1]1[CH:2]=[CH:3][CH:4]=[CH:5][CH:6]=1. The yield is 0.782.